From a dataset of NCI-60 drug combinations with 297,098 pairs across 59 cell lines. Regression. Given two drug SMILES strings and cell line genomic features, predict the synergy score measuring deviation from expected non-interaction effect. (1) Drug 1: C1=NC2=C(N1)C(=S)N=C(N2)N. Drug 2: C1CN(P(=O)(OC1)NCCCl)CCCl. Cell line: HOP-62. Synergy scores: CSS=31.5, Synergy_ZIP=-0.639, Synergy_Bliss=-3.30, Synergy_Loewe=-27.6, Synergy_HSA=-2.53. (2) Drug 1: CC1C(C(=O)NC(C(=O)N2CCCC2C(=O)N(CC(=O)N(C(C(=O)O1)C(C)C)C)C)C(C)C)NC(=O)C3=C4C(=C(C=C3)C)OC5=C(C(=O)C(=C(C5=N4)C(=O)NC6C(OC(=O)C(N(C(=O)CN(C(=O)C7CCCN7C(=O)C(NC6=O)C(C)C)C)C)C(C)C)C)N)C. Drug 2: COC1=C2C(=CC3=C1OC=C3)C=CC(=O)O2. Cell line: 786-0. Synergy scores: CSS=16.8, Synergy_ZIP=-6.83, Synergy_Bliss=-6.83, Synergy_Loewe=-31.1, Synergy_HSA=-7.71. (3) Drug 1: CC1OCC2C(O1)C(C(C(O2)OC3C4COC(=O)C4C(C5=CC6=C(C=C35)OCO6)C7=CC(=C(C(=C7)OC)O)OC)O)O. Drug 2: CC1=C(C=C(C=C1)C(=O)NC2=CC(=CC(=C2)C(F)(F)F)N3C=C(N=C3)C)NC4=NC=CC(=N4)C5=CN=CC=C5. Cell line: U251. Synergy scores: CSS=47.4, Synergy_ZIP=1.70, Synergy_Bliss=1.45, Synergy_Loewe=-6.21, Synergy_HSA=0.211. (4) Drug 1: C1CC(=O)NC(=O)C1N2CC3=C(C2=O)C=CC=C3N. Drug 2: C(CN)CNCCSP(=O)(O)O. Cell line: K-562. Synergy scores: CSS=4.24, Synergy_ZIP=1.41, Synergy_Bliss=-0.00929, Synergy_Loewe=-3.26, Synergy_HSA=-2.85.